From a dataset of Full USPTO retrosynthesis dataset with 1.9M reactions from patents (1976-2016). Predict the reactants needed to synthesize the given product. (1) The reactants are: [N:1]1([CH2:7][CH2:8][NH:9][S:10]([C:13]2[CH:18]=[CH:17][C:16]([N+:19]([O-])=O)=[CH:15][CH:14]=2)(=[O:12])=[O:11])[CH2:6][CH2:5][O:4][CH2:3][CH2:2]1.C(O)C.[Cl-].[NH4+]. Given the product [NH2:19][C:16]1[CH:15]=[CH:14][C:13]([S:10]([NH:9][CH2:8][CH2:7][N:1]2[CH2:2][CH2:3][O:4][CH2:5][CH2:6]2)(=[O:12])=[O:11])=[CH:18][CH:17]=1, predict the reactants needed to synthesize it. (2) Given the product [CH3:12][N:13]([CH3:20])[CH:14]1[CH2:19][CH2:18][N:17]([C:9](=[O:11])[C:1]([C:2]2[CH:3]=[CH:4][CH:5]=[CH:6][CH:7]=2)=[O:8])[CH2:16][CH2:15]1, predict the reactants needed to synthesize it. The reactants are: [C:1]([C:9]([OH:11])=O)(=[O:8])[C:2]1[CH:7]=[CH:6][CH:5]=[CH:4][CH:3]=1.[CH3:12][N:13]([CH3:20])[CH:14]1[CH2:19][CH2:18][NH:17][CH2:16][CH2:15]1.CCN(C(C)C)C(C)C.ON1C2C=CC=CC=2N=N1.Cl.CN(C)CCCN=C=NCC. (3) Given the product [NH2:28][CH2:5][CH2:4]/[CH:3]=[CH:2]/[C:1](=[O:8])[C:9]([OH:11])=[O:10], predict the reactants needed to synthesize it. The reactants are: [C:1]([C:9]([O-:11])=[O:10])(=[O:8])[C:2]1C=C[CH:5]=[CH:4][CH:3]=1.C([O-])(=O)C1C=C(O)C(O)=C(O)C=1.O=C([C@H](CC1C=C(O)C(O)=CC=1)[NH2:28])O.C1(CC(=O)C([O-])=O)C=CC=CC=1.OC1C=C(C([O-])=O)C(=CC=1O)C([O-])=O.N1C=C(C([O-])=O)C(=O)NC1=O.C1C=C[C@](O)(C(O)=O)[C@@H](O)C=1. (4) Given the product [ClH:45].[ClH:45].[C:1]1([C:7]2[S:11][C:10]([CH2:12][N:25]3[CH2:30][CH2:29][NH:28][CH2:27][CH2:26]3)=[CH:9][CH:8]=2)[CH:6]=[CH:5][CH:4]=[CH:3][CH:2]=1, predict the reactants needed to synthesize it. The reactants are: [C:1]1([C:7]2[S:11][C:10]([CH:12]=O)=[CH:9][CH:8]=2)[CH:6]=[CH:5][CH:4]=[CH:3][CH:2]=1.C(O)(=O)C.C(OC([N:25]1[CH2:30][CH2:29][NH:28][CH2:27][CH2:26]1)=O)(C)(C)C.[BH-](OC(C)=O)(OC(C)=O)OC(C)=O.[Na+].[Cl:45]CCl. (5) Given the product [C:1]([N:8]1[C@@H:15]([C:16]([CH3:19])([CH3:18])[CH3:17])[CH2:14][CH2:13][C@H:9]1[C:10]([N:20]1[CH2:24][CH2:23][CH2:22][CH2:21]1)=[O:12])([O:3][C:4]([CH3:5])([CH3:6])[CH3:7])=[O:2], predict the reactants needed to synthesize it. The reactants are: [C:1]([N:8]1[C@@H:15]([C:16]([CH3:19])([CH3:18])[CH3:17])[CH2:14][CH2:13][C@H:9]1[C:10]([OH:12])=O)([O:3][C:4]([CH3:7])([CH3:6])[CH3:5])=[O:2].[NH:20]1[CH2:24][CH2:23][CH2:22][CH2:21]1. (6) Given the product [C:1]1([C:11]([C:13]2[CH:14]=[CH:15][C:16]([O:27][CH2:28][CH2:29][CH2:30][CH2:31][CH3:32])=[C:17]3[C:22]=2[CH:21]=[C:20]([O:23][C:24]([C:25]2[C:46]4[C:41](=[CH:40][CH:39]=[CH:38][CH:37]=4)[CH:42]=[CH:43][CH:44]=2)=[O:26])[CH:19]=[CH:18]3)=[O:12])[C:10]2[C:5](=[CH:6][CH:7]=[CH:8][CH:9]=2)[CH:4]=[CH:3][CH:2]=1, predict the reactants needed to synthesize it. The reactants are: [C:1]1([C:11]([C:13]2[CH:14]=[CH:15][C:16]([O:27][CH2:28][CH2:29][CH2:30][CH2:31][CH3:32])=[C:17]3[C:22]=2[CH:21]=[C:20]([O:23][C:24](=[O:26])[CH3:25])[CH:19]=[CH:18]3)=[O:12])[C:10]2[C:5](=[CH:6][CH:7]=[CH:8][CH:9]=2)[CH:4]=[CH:3][CH:2]=1.[Cl-].[Al+3].[Cl-].[Cl-].[C:37]1(C(Cl)=O)[C:46]2[C:41](=[CH:42][CH:43]=[CH:44]C=2)[CH:40]=[CH:39][CH:38]=1.C(OC1C=CC=C2C=1C=CC(OC(=O)C)=C2)CCCC. (7) Given the product [Cl:1][C:2]1[CH:12]=[CH:11][CH:10]=[C:9]([Si:13]([CH3:14])([CH3:15])[CH3:16])[C:3]=1[C:4]([CH2:30][CH2:29][NH:31][C:17](=[O:28])[O:23][C:24]([CH3:25])([CH3:26])[CH3:27])=[O:5], predict the reactants needed to synthesize it. The reactants are: [Cl:1][C:2]1[CH:12]=[CH:11][CH:10]=[C:9]([Si:13]([CH3:16])([CH3:15])[CH3:14])[C:3]=1[C:4](NCC)=[O:5].[C:17](=[O:28])([O:23][C:24]([CH3:27])([CH3:26])[CH3:25])OC(C)(C)C.[C:29](#[N:31])[CH3:30]. (8) Given the product [Cl:3][C:6]1[C:15]2[C:10](=[CH:11][N:12]=[CH:13][CH:14]=2)[CH:9]=[CH:8][N:7]=1, predict the reactants needed to synthesize it. The reactants are: P(Cl)(Cl)([Cl:3])=O.[C:6]1(=O)[C:15]2[C:10](=[CH:11][N:12]=[CH:13][CH:14]=2)[CH:9]=[CH:8][NH:7]1.